This data is from HIV replication inhibition screening data with 41,000+ compounds from the AIDS Antiviral Screen. The task is: Binary Classification. Given a drug SMILES string, predict its activity (active/inactive) in a high-throughput screening assay against a specified biological target. (1) The drug is NC(=O)CCC(NC(=O)C(F)(F)F)C(=O)O. The result is 0 (inactive). (2) The molecule is COP(=O)(OC)C(=Cc1cn(C(c2ccccc2)(c2ccccc2)c2ccccc2)cn1)NC(C)=O. The result is 0 (inactive). (3) The compound is Cc1ccc(C2(O)c3cccc4cccc(c34)C2(O)c2ccc(C)cc2)cc1. The result is 0 (inactive).